This data is from Catalyst prediction with 721,799 reactions and 888 catalyst types from USPTO. The task is: Predict which catalyst facilitates the given reaction. (1) Reactant: [CH3:1][N:2]1[CH:6]=[C:5]([C:7]2[N:12]=[C:11]([C:13]3[CH:14]=[N:15][NH:16][CH:17]=3)[N:10]3[CH:18]=[CH:19][N:20]=[C:9]3[CH:8]=2)[CH:4]=[N:3]1.[H-].[Na+].CS(O[CH:28]([CH:38]1[CH2:40][CH2:39]1)[CH2:29][O:30][Si:31]([C:34]([CH3:37])([CH3:36])[CH3:35])([CH3:33])[CH3:32])(=O)=O. Product: [Si:31]([O:30][CH2:29][CH:28]([N:15]1[CH:14]=[C:13]([C:11]2[N:10]3[CH:18]=[CH:19][N:20]=[C:9]3[CH:8]=[C:7]([C:5]3[CH:4]=[N:3][N:2]([CH3:1])[CH:6]=3)[N:12]=2)[CH:17]=[N:16]1)[CH:38]1[CH2:39][CH2:40]1)([C:34]([CH3:37])([CH3:36])[CH3:35])([CH3:33])[CH3:32]. The catalyst class is: 3. (2) The catalyst class is: 12. Reactant: [Cl:1][C:2]1[CH:32]=[CH:31][C:5]([CH2:6][N:7]2[C:12]3[S:13][C:14]4[CH2:19][N:18](C(OC(C)(C)C)=O)[CH2:17][CH2:16][C:15]=4[C:11]=3[C:10]3=[N:27][CH:28]=[N:29][N:9]3[C:8]2=[O:30])=[CH:4][CH:3]=1.Cl. Product: [Cl:1][C:2]1[CH:3]=[CH:4][C:5]([CH2:6][N:7]2[C:12]3[S:13][C:14]4[CH2:19][NH:18][CH2:17][CH2:16][C:15]=4[C:11]=3[C:10]3=[N:27][CH:28]=[N:29][N:9]3[C:8]2=[O:30])=[CH:31][CH:32]=1. (3) Reactant: [CH3:1][C:2]1[N:3]=[C:4]2[S:21][CH:20]=[CH:19][N:5]2[C:6](=[O:18])[C:7]=1[C:8]1[CH:13]=[CH:12][C:11]([C:14]([F:17])([F:16])[F:15])=[CH:10][CH:9]=1.[CH2:22]([O:27][C:28]1[C:35]([O:36][CH3:37])=[CH:34][CH:33]=[CH:32][C:29]=1[CH:30]=O)[CH2:23][CH:24]([CH3:26])[CH3:25].[O-]CC.[Na+]. Product: [CH2:22]([O:27][C:28]1[C:35]([O:36][CH3:37])=[CH:34][CH:33]=[CH:32][C:29]=1/[CH:30]=[CH:1]/[C:2]1[N:3]=[C:4]2[S:21][CH:20]=[CH:19][N:5]2[C:6](=[O:18])[C:7]=1[C:8]1[CH:13]=[CH:12][C:11]([C:14]([F:17])([F:15])[F:16])=[CH:10][CH:9]=1)[CH2:23][CH:24]([CH3:26])[CH3:25]. The catalyst class is: 8.